Dataset: Peptide-MHC class I binding affinity with 185,985 pairs from IEDB/IMGT. Task: Regression. Given a peptide amino acid sequence and an MHC pseudo amino acid sequence, predict their binding affinity value. This is MHC class I binding data. (1) The MHC is HLA-B45:06 with pseudo-sequence HLA-B45:06. The peptide sequence is GMMRWCMPV. The binding affinity (normalized) is 0.607. (2) The peptide sequence is ILRPLGIEY. The MHC is HLA-A01:01 with pseudo-sequence HLA-A01:01. The binding affinity (normalized) is 0.297. (3) The peptide sequence is LLKLWIDKV. The MHC is HLA-B08:02 with pseudo-sequence HLA-B08:02. The binding affinity (normalized) is 0.0847. (4) The peptide sequence is RAFWGQVQK. The MHC is HLA-A23:01 with pseudo-sequence HLA-A23:01. The binding affinity (normalized) is 0.0847. (5) The peptide sequence is IFQPQNGQFI. The MHC is H-2-Db with pseudo-sequence H-2-Db. The binding affinity (normalized) is 0.532. (6) The peptide sequence is QHKRNYVPCHI. The MHC is Mamu-A07 with pseudo-sequence Mamu-A07. The binding affinity (normalized) is 0. (7) The peptide sequence is TESTLSTALA. The MHC is Patr-B2401 with pseudo-sequence Patr-B2401. The binding affinity (normalized) is 0.256. (8) The peptide sequence is IPFSEGKAL. The MHC is HLA-B58:01 with pseudo-sequence HLA-B58:01. The binding affinity (normalized) is 0.0847.